Dataset: Full USPTO retrosynthesis dataset with 1.9M reactions from patents (1976-2016). Task: Predict the reactants needed to synthesize the given product. The reactants are: C(OC([N:8]([CH2:31][CH:32]([C:41]1[CH:46]=[CH:45][CH:44]=[C:43]([N:47](C(OC(C)(C)C)=O)[S:48]([CH3:51])(=[O:50])=[O:49])[CH:42]=1)[O:33][Si](CC)(CC)CC)[CH2:9][CH2:10][O:11][C:12]1[CH:20]=[C:19]2[C:15]([C:16]([C:27]([F:30])([F:29])[F:28])=[N:17][N:18]2[C@H]2CCCCO2)=[CH:14][CH:13]=1)=O)(C)(C)C.[ClH:59].CO. Given the product [OH:33][C@H:32]([C:41]1[CH:42]=[C:43]([NH:47][S:48]([CH3:51])(=[O:49])=[O:50])[CH:44]=[CH:45][CH:46]=1)[CH2:31][NH:8][CH2:9][CH2:10][O:11][C:12]1[CH:20]=[C:19]2[C:15]([C:16]([C:27]([F:30])([F:29])[F:28])=[N:17][NH:18]2)=[CH:14][CH:13]=1.[ClH:59], predict the reactants needed to synthesize it.